The task is: Predict the reactants needed to synthesize the given product.. This data is from Full USPTO retrosynthesis dataset with 1.9M reactions from patents (1976-2016). Given the product [C:3]([O:7][C:8]([NH:10][C@H:11]([CH2:16][S:17][C:18]1[CH:27]=[CH:26][C:25]2[C:20](=[CH:21][CH:22]=[C:23]([Cl:28])[CH:24]=2)[CH:19]=1)[C:12]([OH:14])=[O:13])=[O:9])([CH3:6])([CH3:4])[CH3:5], predict the reactants needed to synthesize it. The reactants are: [OH-].[Na+].[C:3]([O:7][C:8]([NH:10][C@H:11]([CH2:16][S:17][C:18]1[CH:27]=[CH:26][C:25]2[C:20](=[CH:21][CH:22]=[C:23]([Cl:28])[CH:24]=2)[CH:19]=1)[C:12]([O:14]C)=[O:13])=[O:9])([CH3:6])([CH3:5])[CH3:4].